This data is from Full USPTO retrosynthesis dataset with 1.9M reactions from patents (1976-2016). The task is: Predict the reactants needed to synthesize the given product. Given the product [CH2:18]([O:17][C:15]([C:14]1[C:13](=[O:20])[NH:12][N:11]=[C:5]([C:6]2[S:7][CH:8]=[CH:9][CH:10]=2)[C:4]=1[OH:21])=[O:16])[CH3:19], predict the reactants needed to synthesize it. The reactants are: C(O[C:4](=[O:21])[C:5](=[N:11][NH:12][C:13](=[O:20])[CH2:14][C:15]([O:17][CH2:18][CH3:19])=[O:16])[C:6]1[S:7][CH:8]=[CH:9][CH:10]=1)C.CC([O-])=O.[Na+].